From a dataset of Catalyst prediction with 721,799 reactions and 888 catalyst types from USPTO. Predict which catalyst facilitates the given reaction. (1) Reactant: C([O:8][C:9]1[CH:14]=[CH:13][C:12]([N+:15]([O-])=O)=[C:11]([F:18])[C:10]=1[F:19])C1C=CC=CC=1. Product: [NH2:15][C:12]1[CH:13]=[CH:14][C:9]([OH:8])=[C:10]([F:19])[C:11]=1[F:18]. The catalyst class is: 403. (2) Reactant: [CH2:1]([C:3]([C:7]1[CH:19]=[CH:18][C:10]2[N:11]=[C:12]([NH:14][C:15](=[O:17])[CH3:16])[S:13][C:9]=2[CH:8]=1)(O)[CH2:4][CH3:5])[CH3:2].[NH:20]1[C:28]2[C:23](=[CH:24][CH:25]=[CH:26][C:27]=2[NH:29][S:30]([CH3:33])(=[O:32])=[O:31])[CH:22]=[CH:21]1.C(O)(C(F)(F)F)=O. Product: [CH2:1]([C:3]([C:7]1[CH:19]=[CH:18][C:10]2[N:11]=[C:12]([NH:14][C:15](=[O:17])[CH3:16])[S:13][C:9]=2[CH:8]=1)([C:22]1[C:23]2[C:28](=[C:27]([NH:29][S:30]([CH3:33])(=[O:31])=[O:32])[CH:26]=[CH:25][CH:24]=2)[NH:20][CH:21]=1)[CH2:4][CH3:5])[CH3:2]. The catalyst class is: 2. (3) Reactant: [CH3:1][C:2]1([CH3:19])[C:6]([C:7]2[C:8]([OH:18])=[CH:9][C:10]([F:17])=[C:11]([CH:16]=2)[C:12]([O:14][CH3:15])=[O:13])=[CH:5][CH2:4][CH2:3]1.C1C=CC(N([S:27]([C:30]([F:33])([F:32])[F:31])(=[O:29])=[O:28])[S:27]([C:30]([F:33])([F:32])[F:31])(=[O:29])=[O:28])=CC=1. Product: [CH3:1][C:2]1([CH3:19])[C:6]([C:7]2[C:8]([O:18][S:27]([C:30]([F:33])([F:32])[F:31])(=[O:29])=[O:28])=[CH:9][C:10]([F:17])=[C:11]([CH:16]=2)[C:12]([O:14][CH3:15])=[O:13])=[CH:5][CH2:4][CH2:3]1. The catalyst class is: 172. (4) Reactant: [C:1]([O:5][C:6]([N:8]1[CH2:13][CH2:12][CH:11]([C:14]2[N:18]([C:19]3[CH:24]=[CH:23][C:22]([O:25][C:26]4[CH:31]=[CH:30][CH:29]=[CH:28][CH:27]=4)=[CH:21][CH:20]=3)[N:17]=[C:16]([C:32]([OH:34])=O)[CH:15]=2)[CH2:10][CH2:9]1)=[O:7])([CH3:4])([CH3:3])[CH3:2].C[N:36](C(ON1N=NC2C=CC=NC1=2)=[N+](C)C)C.F[P-](F)(F)(F)(F)F.CCN(C(C)C)C(C)C.[NH4+].[Cl-]. Product: [C:1]([O:5][C:6]([N:8]1[CH2:13][CH2:12][CH:11]([C:14]2[N:18]([C:19]3[CH:20]=[CH:21][C:22]([O:25][C:26]4[CH:31]=[CH:30][CH:29]=[CH:28][CH:27]=4)=[CH:23][CH:24]=3)[N:17]=[C:16]([C:32](=[O:34])[NH2:36])[CH:15]=2)[CH2:10][CH2:9]1)=[O:7])([CH3:2])([CH3:4])[CH3:3]. The catalyst class is: 42. (5) Reactant: [NH2:1][C:2]1[CH:18]=[CH:17][C:5]([O:6][C:7]2[CH:12]=[CH:11][N:10]=[C:9]([C:13]([NH:15][CH3:16])=[O:14])[CH:8]=2)=[CH:4][C:3]=1[F:19].ClC(Cl)(O[C:24](=[O:30])OC(Cl)(Cl)Cl)Cl.C(N(C(C)C)CC)(C)C.[NH2:41][C:42]1[CH:51]=[N:50][C:49]2[C:44](=[CH:45][CH:46]=[CH:47][CH:48]=2)[N:43]=1. Product: [F:19][C:3]1[CH:4]=[C:5]([CH:17]=[CH:18][C:2]=1[NH:1][C:24]([NH:41][C:42]1[CH:51]=[N:50][C:49]2[C:44](=[CH:45][CH:46]=[CH:47][CH:48]=2)[N:43]=1)=[O:30])[O:6][C:7]1[CH:12]=[CH:11][N:10]=[C:9]([C:13]([NH:15][CH3:16])=[O:14])[CH:8]=1. The catalyst class is: 118. (6) Reactant: [F:1][C:2]1[CH:3]=[C:4]([N:8]2[C@@:12]3([CH2:17][CH2:16][N:15](C(OCC4C=CC=CC=4)=O)[C@@H:14]([CH3:28])[CH2:13]3)[CH:11]=[CH:10][S:9]2(=[O:30])=[O:29])[CH:5]=[CH:6][CH:7]=1. Product: [F:1][C:2]1[CH:3]=[C:4]([N:8]2[C@@:12]3([CH2:17][CH2:16][NH:15][C@@H:14]([CH3:28])[CH2:13]3)[CH2:11][CH2:10][S:9]2(=[O:30])=[O:29])[CH:5]=[CH:6][CH:7]=1. The catalyst class is: 63. (7) The catalyst class is: 126. Reactant: C[O:2][C:3]([C:5]1[CH:14]=[C:13]([OH:15])[C:12]2[C:7](=[C:8]([NH2:16])[CH:9]=[CH:10][CH:11]=2)[N:6]=1)=[O:4]. Product: [OH:15][C:13]1[C:12]2[C:7](=[C:8]([NH2:16])[CH:9]=[CH:10][CH:11]=2)[N:6]=[C:5]([C:3]([OH:4])=[O:2])[CH:14]=1. (8) Reactant: [CH3:1][N:2]([CH:4]=[O:5])[CH3:3].N1[CH2:11][CH2:10][CH2:9][CH2:8]C1.[CH:12]1[CH:13]=CC2N(O)N=NC=2[CH:17]=1.[CH3:22]CN=C=NCCCN(C)C.Cl. Product: [CH3:22][CH:9]([CH3:8])[CH2:10][CH2:11][C:4]([N:2]1[CH2:3][CH2:13][CH2:12][CH2:17][CH2:1]1)=[O:5]. The catalyst class is: 6. (9) Reactant: [H-].[Na+].[F:3][C:4]([F:8])([F:7])[CH2:5][OH:6].Cl[C:10]1[CH:15]=[CH:14][N:13]=[C:12]([C:16]#[N:17])[CH:11]=1.[Cl-].[NH4+]. Product: [F:3][C:4]([F:8])([F:7])[CH2:5][O:6][C:10]1[CH:15]=[CH:14][N:13]=[C:12]([C:16]#[N:17])[CH:11]=1. The catalyst class is: 9.